This data is from Full USPTO retrosynthesis dataset with 1.9M reactions from patents (1976-2016). The task is: Predict the reactants needed to synthesize the given product. (1) The reactants are: [CH:1]([C:3]1[CH:4]=[C:5]2[C:9](=[CH:10][CH:11]=1)[N:8]([C:12]([O:14][C:15]([CH3:18])([CH3:17])[CH3:16])=[O:13])[CH:7]=[CH:6]2)=[O:2].C(N(CC)CC)C.[H][H]. Given the product [OH:2][CH2:1][C:3]1[CH:4]=[C:5]2[C:9](=[CH:10][CH:11]=1)[N:8]([C:12]([O:14][C:15]([CH3:18])([CH3:17])[CH3:16])=[O:13])[CH2:7][CH2:6]2, predict the reactants needed to synthesize it. (2) The reactants are: [NH2:1][C:2](=[N:29]O)[C:3]1[CH:24]=[C:23]([O:25][CH3:26])[C:6]([CH2:7][N:8]([C:16]([O:18][C:19]([CH3:22])([CH3:21])[CH3:20])=[O:17])[C:9]([O:11][C:12]([CH3:15])([CH3:14])[CH3:13])=[O:10])=[C:5]([O:27][CH3:28])[CH:4]=1.C(OC(=O)C)(=O)C. Given the product [NH2:29][C:2](=[NH:1])[C:3]1[CH:24]=[C:23]([O:25][CH3:26])[C:6]([CH2:7][N:8]([C:9]([O:11][C:12]([CH3:13])([CH3:14])[CH3:15])=[O:10])[C:16]([O:18][C:19]([CH3:22])([CH3:21])[CH3:20])=[O:17])=[C:5]([O:27][CH3:28])[CH:4]=1, predict the reactants needed to synthesize it. (3) Given the product [CH:28]([N:31]1[C:20](=[O:21])[C:19]([NH:18][C:16](=[O:17])[O:15][CH2:14][CH:12]2[C:11]3[CH:10]=[CH:9][CH:8]=[CH:7][C:6]=3[C:5]3[C:13]2=[CH:1][CH:2]=[CH:3][CH:4]=3)=[C:24]([CH3:25])[NH:32]1)([CH3:30])[CH3:29], predict the reactants needed to synthesize it. The reactants are: [CH:1]1[C:13]2[CH:12]([CH2:14][O:15][C:16]([NH:18][CH:19]([C:24](=O)[CH3:25])[C:20](OC)=[O:21])=[O:17])[C:11]3[C:6](=[CH:7][CH:8]=[CH:9][CH:10]=3)[C:5]=2[CH:4]=[CH:3][CH:2]=1.Cl.[CH:28]([NH:31][NH2:32])([CH3:30])[CH3:29]. (4) Given the product [CH3:36][C:33]([CH3:34])([CH3:35])[C:32](=[O:37])[CH2:31][O:30][C:27]1[CH:28]=[CH:29][C:24]([C:19]([C:16]2[CH:17]=[CH:18][C:13]([C:10]3[CH:9]=[CH:8][C:7]([CH2:6][C:5]([OH:40])=[O:4])=[CH:12][CH:11]=3)=[C:14]([CH3:39])[CH:15]=2)([CH2:22][CH3:23])[CH2:20][CH3:21])=[CH:25][C:26]=1[CH3:38], predict the reactants needed to synthesize it. The reactants are: [OH-].[Na+].C[O:4][C:5](=[O:40])[CH2:6][C:7]1[CH:12]=[CH:11][C:10]([C:13]2[CH:18]=[CH:17][C:16]([C:19]([C:24]3[CH:29]=[CH:28][C:27]([O:30][CH2:31][C:32](=[O:37])[C:33]([CH3:36])([CH3:35])[CH3:34])=[C:26]([CH3:38])[CH:25]=3)([CH2:22][CH3:23])[CH2:20][CH3:21])=[CH:15][C:14]=2[CH3:39])=[CH:9][CH:8]=1.Cl. (5) Given the product [CH3:28][C:24]1[N:23]=[C:22]([C:9]2[NH:8][C:7]([CH2:6][C:5]3[CH:4]=[C:3]([OH:2])[CH:31]=[CH:30][CH:29]=3)=[N:11][C:10]=2[C:12]2[CH:13]=[C:14]3[C:19](=[CH:20][CH:21]=2)[N:18]=[CH:17][CH:16]=[CH:15]3)[CH:27]=[CH:26][CH:25]=1, predict the reactants needed to synthesize it. The reactants are: C[O:2][C:3]1[CH:4]=[C:5]([CH:29]=[CH:30][CH:31]=1)[CH2:6][C:7]1[NH:8][C:9]([C:22]2[CH:27]=[CH:26][CH:25]=[C:24]([CH3:28])[N:23]=2)=[C:10]([C:12]2[CH:13]=[C:14]3[C:19](=[CH:20][CH:21]=2)[N:18]=[CH:17][CH:16]=[CH:15]3)[N:11]=1.Br.